This data is from Catalyst prediction with 721,799 reactions and 888 catalyst types from USPTO. The task is: Predict which catalyst facilitates the given reaction. (1) Reactant: [NH:1]1[C:10]2[C:5](=[CH:6][CH:7]=[CH:8][CH:9]=2)[NH:4][C:3](=[O:11])[C:2]1=[O:12].C(=O)([O-])[O-].[Cs+].[Cs+].[CH3:19][C:20]([CH3:24])=[CH:21][CH2:22]Br.O. Product: [CH3:19][C:20]([CH3:24])=[CH:21][CH2:22][N:1]1[C:10]2[C:5](=[CH:6][CH:7]=[CH:8][CH:9]=2)[NH:4][C:3](=[O:11])[C:2]1=[O:12]. The catalyst class is: 16. (2) Reactant: [NH2:1][C:2]1[C:3]([C:85]([NH:87][CH2:88][CH2:89][O:90][CH2:91][CH2:92][O:93][CH2:94][CH2:95][O:96][CH2:97][CH2:98][O:99][CH2:100][CH2:101][O:102][CH2:103][CH2:104][O:105][CH2:106][CH2:107][O:108][CH2:109][CH2:110][O:111][CH2:112][CH2:113][O:114][CH2:115][CH2:116][O:117][CH2:118][CH2:119][O:120][CH2:121][CH2:122][O:123][CH2:124][CH2:125][O:126][CH2:127][CH2:128][O:129][CH2:130][CH2:131][O:132][CH2:133][CH2:134][O:135][CH2:136][CH2:137][O:138][CH2:139][CH2:140][O:141][CH2:142][CH2:143][O:144][CH2:145][CH2:146][O:147][CH2:148][CH2:149][O:150][CH2:151][CH2:152][O:153][CH2:154][CH2:155][O:156][CH2:157][CH2:158][O:159][CH3:160])=[O:86])=[N:4][C:5]([NH2:84])=[C:6]([C:8]([NH:10][CH2:11][CH2:12][O:13][CH2:14][CH2:15][O:16][CH2:17][CH2:18][O:19][CH2:20][CH2:21][O:22][CH2:23][CH2:24][O:25][CH2:26][CH2:27][O:28][CH2:29][CH2:30][O:31][CH2:32][CH2:33][O:34][CH2:35][CH2:36][O:37][CH2:38][CH2:39][O:40][CH2:41][CH2:42][O:43][CH2:44][CH2:45][O:46][CH2:47][CH2:48][O:49][CH2:50][CH2:51][O:52][CH2:53][CH2:54][O:55][CH2:56][CH2:57][O:58][CH2:59][CH2:60][O:61][CH2:62][CH2:63][O:64][CH2:65][CH2:66][O:67][CH2:68][CH2:69][O:70][CH2:71][CH2:72][O:73][CH2:74][CH2:75][O:76][CH2:77][CH2:78][O:79][CH2:80][CH2:81][O:82][CH3:83])=[O:9])[N:7]=1.[CH:161](=O)[CH2:162][CH3:163].[CH3:165][C:166](O)=O.[C:169](O[BH-](OC(=O)C)OC(=O)C)(=O)C.[Na+]. Product: [CH2:161]([NH:84][C:5]1[C:6]([C:8]([NH:10][CH2:11][CH2:12][O:13][CH2:14][CH2:15][O:16][CH2:17][CH2:18][O:19][CH2:20][CH2:21][O:22][CH2:23][CH2:24][O:25][CH2:26][CH2:27][O:28][CH2:29][CH2:30][O:31][CH2:32][CH2:33][O:34][CH2:35][CH2:36][O:37][CH2:38][CH2:39][O:40][CH2:41][CH2:42][O:43][CH2:44][CH2:45][O:46][CH2:47][CH2:48][O:49][CH2:50][CH2:51][O:52][CH2:53][CH2:54][O:55][CH2:56][CH2:57][O:58][CH2:59][CH2:60][O:61][CH2:62][CH2:63][O:64][CH2:65][CH2:66][O:67][CH2:68][CH2:69][O:70][CH2:71][CH2:72][O:73][CH2:74][CH2:75][O:76][CH2:77][CH2:78][O:79][CH2:80][CH2:81][O:82][CH3:83])=[O:9])=[N:7][C:2]([NH:1][CH2:169][CH2:166][CH3:165])=[C:3]([C:85]([NH:87][CH2:88][CH2:89][O:90][CH2:91][CH2:92][O:93][CH2:94][CH2:95][O:96][CH2:97][CH2:98][O:99][CH2:100][CH2:101][O:102][CH2:103][CH2:104][O:105][CH2:106][CH2:107][O:108][CH2:109][CH2:110][O:111][CH2:112][CH2:113][O:114][CH2:115][CH2:116][O:117][CH2:118][CH2:119][O:120][CH2:121][CH2:122][O:123][CH2:124][CH2:125][O:126][CH2:127][CH2:128][O:129][CH2:130][CH2:131][O:132][CH2:133][CH2:134][O:135][CH2:136][CH2:137][O:138][CH2:139][CH2:140][O:141][CH2:142][CH2:143][O:144][CH2:145][CH2:146][O:147][CH2:148][CH2:149][O:150][CH2:151][CH2:152][O:153][CH2:154][CH2:155][O:156][CH2:157][CH2:158][O:159][CH3:160])=[O:86])[N:4]=1)[CH2:162][CH3:163]. The catalyst class is: 26. (3) Product: [CH3:7][O:6][C:4](=[O:5])[C@@H:3]([NH:8][C:9](=[O:10])[C:11]1[CH:16]=[CH:15][C:14]([C:42]#[C:43][C:38]2[CH:56]=[CH:55][C:54]([CH:58]=[O:57])=[CH:40][CH:39]=2)=[CH:13][CH:12]=1)[C@H:2]([OH:1])[CH3:25]. Reactant: [OH:1][C@H:2]([CH3:25])[C@H:3]([NH:8][C:9]([C:11]1[CH:16]=[CH:15][C:14](C(C2C=CC=CC=2)=O)=[CH:13][CH:12]=1)=[O:10])[C:4]([O:6][CH3:7])=[O:5].C(OC(NCC(N[C:38]1[CH:43]=[CH:42]C(I)=[CH:40][CH:39]=1)=O)=O)(C)(C)C.CCN(CC)CC.N#N.[CH2:54]1[CH2:58][O:57][CH2:56][CH2:55]1. The catalyst class is: 778. (4) The catalyst class is: 90. Reactant: [Li][CH3:2].[Li+].[Br-].[I:5][C:6]1[CH:7]=[C:8]2[C:13](=[CH:14][CH:15]=1)[O:12][CH2:11][CH2:10][C:9]2=[O:16].[NH4+].[Cl-]. Product: [I:5][C:6]1[CH:7]=[C:8]2[C:13](=[CH:14][CH:15]=1)[O:12][CH:11]=[CH:10][C:9]2([CH3:2])[OH:16]. (5) Reactant: CS(O[CH2:6][CH:7]1[CH2:12][O:11][C:10]([CH3:14])([CH3:13])[O:9][CH2:8]1)(=O)=O.[CH2:15]([NH2:22])[C:16]1[CH:21]=[CH:20][CH:19]=[CH:18][CH:17]=1. Product: [CH2:15]([NH:22][CH2:6][CH:7]1[CH2:12][O:11][C:10]([CH3:14])([CH3:13])[O:9][CH2:8]1)[C:16]1[CH:21]=[CH:20][CH:19]=[CH:18][CH:17]=1. The catalyst class is: 13. (6) Reactant: [Cl:1][C:2]1[CH:3]=[CH:4][C:5]([S:13](=[O:18])(=[O:17])[N:14]([CH3:16])[CH3:15])=[C:6]([CH:12]=1)[CH2:7][NH:8]C(=O)C.Cl. Product: [ClH:1].[NH2:8][CH2:7][C:6]1[CH:12]=[C:2]([Cl:1])[CH:3]=[CH:4][C:5]=1[S:13]([N:14]([CH3:16])[CH3:15])(=[O:17])=[O:18]. The catalyst class is: 8.